Dataset: Catalyst prediction with 721,799 reactions and 888 catalyst types from USPTO. Task: Predict which catalyst facilitates the given reaction. (1) Reactant: [Br:1][C:2]1[CH:9]=[C:6]([CH:7]=O)[C:5]([OH:10])=[CH:4][CH:3]=1.[C:11]([CH2:13][C:14]([O:16][CH2:17][CH3:18])=[O:15])#[N:12]. Product: [CH3:18][CH2:17][O:16][C:14]([C:13]1[CH:7]([CH:13]([C:14]([O:16][CH2:17][CH3:18])=[O:15])[C:11]#[N:12])[C:6]2[CH:9]=[C:2]([Br:1])[CH:3]=[CH:4][C:5]=2[O:10][C:11]=1[NH2:12])=[O:15]. The catalyst class is: 8. (2) Reactant: [NH2:1][C:2]1[CH:15]=[C:14]([C:16]([F:19])([F:18])[F:17])[CH:13]=[CH:12][C:3]=1[C:4]([NH:6][C:7]([CH3:11])([C:9]#[CH:10])[CH3:8])=[O:5].ClCCCl.[F:24][C:25]([F:30])([F:29])[CH2:26][CH:27]=O.C(O[BH-](OC(=O)C)OC(=O)C)(=O)C.[Na+]. The catalyst class is: 322. Product: [CH3:8][C:7]([NH:6][C:4](=[O:5])[C:3]1[CH:12]=[CH:13][C:14]([C:16]([F:17])([F:18])[F:19])=[CH:15][C:2]=1[NH:1][CH2:27][CH2:26][C:25]([F:30])([F:29])[F:24])([C:9]#[CH:10])[CH3:11]. (3) Reactant: [CH2:1]([O:3][P:4]([CH2:9][C:10]([OH:12])=O)([O:6][CH2:7][CH3:8])=[O:5])[CH3:2].C(Cl)(=O)C([Cl:16])=O.CN(C=O)C. Product: [Cl:16][C:10](=[O:12])[CH2:9][P:4](=[O:5])([O:6][CH2:7][CH3:8])[O:3][CH2:1][CH3:2]. The catalyst class is: 2. (4) Reactant: [CH3:1][C:2]1[O:8][CH:7]=[C:6]([OH:9])[C:4](=[O:5])[CH:3]=1.CN(C)C.[C:14](OC(=O)C)(=[O:16])[CH3:15]. The catalyst class is: 1. Product: [C:14]([O:9][C:6]1[C:4](=[O:5])[CH:3]=[C:2]([CH3:1])[O:8][CH:7]=1)(=[O:16])[CH3:15].